Dataset: Forward reaction prediction with 1.9M reactions from USPTO patents (1976-2016). Task: Predict the product of the given reaction. Given the reactants [Br:1][C:2]1[CH:3]=[C:4]([CH:7]=[C:8]([C:10]([CH3:13])([CH3:12])[CH3:11])[CH:9]=1)[CH:5]=O.[C:14]([OH:20])(=[O:19])[CH2:15]C(O)=O.C([O-])(=O)C.[NH4+:25], predict the reaction product. The product is: [NH2:25][CH:5]([C:4]1[CH:7]=[C:8]([C:10]([CH3:13])([CH3:12])[CH3:11])[CH:9]=[C:2]([Br:1])[CH:3]=1)[CH2:15][C:14]([OH:20])=[O:19].